From a dataset of Full USPTO retrosynthesis dataset with 1.9M reactions from patents (1976-2016). Predict the reactants needed to synthesize the given product. (1) Given the product [O:1]1[C:5]2[CH:6]=[CH:7][CH:8]=[CH:9][C:4]=2[N:3]=[C:2]1[C:10]1[CH:11]=[N:12][N:13]([CH2:15][CH2:16][C@@:17]([CH3:25])([S:21]([CH3:24])(=[O:23])=[O:22])[C:18]([NH:40][O:39][CH:34]2[CH2:35][CH2:36][CH2:37][CH2:38][O:33]2)=[O:19])[CH:14]=1, predict the reactants needed to synthesize it. The reactants are: [O:1]1[C:5]2[CH:6]=[CH:7][CH:8]=[CH:9][C:4]=2[N:3]=[C:2]1[C:10]1[CH:11]=[N:12][N:13]([CH2:15][CH2:16][C@@:17]([CH3:25])([S:21]([CH3:24])(=[O:23])=[O:22])[C:18](O)=[O:19])[CH:14]=1.CN1CCOCC1.[O:33]1[CH2:38][CH2:37][CH2:36][CH2:35][CH:34]1[O:39][NH2:40].O. (2) Given the product [CH3:1][NH:4][C:5]([C:7]1[C:15]2[CH:14]=[C:13]([C:16]3[C:21]([CH3:33])=[CH:20][N:19]=[C:18]([NH:23][CH2:24][CH2:25][CH2:26][CH:27]4[CH2:32][CH2:31][NH:30][CH2:29][CH2:28]4)[N:17]=3)[S:12][C:11]=2[CH:10]=[CH:9][CH:8]=1)=[O:6], predict the reactants needed to synthesize it. The reactants are: [CH:1]1([NH:4][C:5]([C:7]2[C:15]3[CH:14]=[C:13]([C:16]4[C:21](F)=[CH:20][N:19]=[C:18]([NH:23][CH2:24][CH2:25][CH2:26][CH:27]5[CH2:32][CH2:31][NH:30][CH2:29][CH2:28]5)[N:17]=4)[S:12][C:11]=3[CH:10]=[CH:9][CH:8]=2)=[O:6])CC1.[CH3:33]NC(C1C2C=C(C3C(C)=CN=C(Cl)N=3)SC=2C=CC=1)=O. (3) Given the product [Cl:1][C:2]1[CH:3]=[C:4]([C:12]2[O:16][N:15]=[C:14]([C:17]3[C:18]([CH3:38])=[C:19]4[C:24](=[CH:25][CH:26]=3)[CH2:23][N:22]([C:27](=[O:37])[CH2:28][NH2:29])[CH2:21][CH2:20]4)[N:13]=2)[CH:5]=[N:6][C:7]=1[O:8][CH:9]([CH3:11])[CH3:10], predict the reactants needed to synthesize it. The reactants are: [Cl:1][C:2]1[CH:3]=[C:4]([C:12]2[O:16][N:15]=[C:14]([C:17]3[C:18]([CH3:38])=[C:19]4[C:24](=[CH:25][CH:26]=3)[CH2:23][N:22]([C:27](=[O:37])[CH2:28][NH:29]C(=O)OC(C)(C)C)[CH2:21][CH2:20]4)[N:13]=2)[CH:5]=[N:6][C:7]=1[O:8][CH:9]([CH3:11])[CH3:10].FC(F)(F)C(O)=O. (4) Given the product [CH:14]([O:7][C:6]([C:4]1[N:3]=[CH:2][NH:1][CH:5]=1)=[O:8])([CH3:15])[CH3:13], predict the reactants needed to synthesize it. The reactants are: [NH:1]1[CH:5]=[C:4]([C:6]([OH:8])=[O:7])[N:3]=[CH:2]1.S(Cl)(Cl)=O.[CH3:13][CH:14](O)[CH3:15]. (5) Given the product [C:28]([CH2:27][C:25]1[N:26]=[C:21]([NH:1][C:2]2[S:6][C:5]([C:7]3[CH:8]=[CH:9][C:10]([C:13]([OH:16])([CH3:15])[CH3:14])=[CH:11][CH:12]=3)=[N:4][C:3]=2[C:17]([NH2:19])=[O:18])[CH:22]=[CH:23][CH:24]=1)#[N:29], predict the reactants needed to synthesize it. The reactants are: [NH2:1][C:2]1[S:6][C:5]([C:7]2[CH:12]=[CH:11][C:10]([C:13]([OH:16])([CH3:15])[CH3:14])=[CH:9][CH:8]=2)=[N:4][C:3]=1[C:17]([NH2:19])=[O:18].Br[C:21]1[N:26]=[C:25]([CH2:27][C:28]#[N:29])[CH:24]=[CH:23][CH:22]=1.CC(C1C=C(C(C)C)C(C2C=CC=CC=2P(C2CCCCC2)C2CCCCC2)=C(C(C)C)C=1)C.C(=O)([O-])[O-].[K+].[K+].C(O)(CC)(C)C. (6) Given the product [C:1]([C:4]1[CH:5]=[CH:6][C:7]2[CH:15]=[CH:14][C:13]3[N:12]([C:16](=[O:17])[C:34]([F:37])([F:36])[F:35])[CH2:11][CH:10]([CH2:23][Cl:24])[C:9]=3[C:8]=2[CH:25]=1)(=[O:3])[CH3:2], predict the reactants needed to synthesize it. The reactants are: [C:1]([C:4]1[CH:5]=[CH:6][C:7]2[CH:15]=[CH:14][C:13]3[N:12]([C:16](OC(C)(C)C)=[O:17])[CH2:11][CH:10]([CH2:23][Cl:24])[C:9]=3[C:8]=2[CH:25]=1)(=[O:3])[CH3:2].O1CCOCC1.C(OC([C:34]([F:37])([F:36])[F:35])=O)([C:34]([F:37])([F:36])[F:35])=O. (7) Given the product [Cl:12][C:13]1[C:14]([CH3:23])=[C:15]([S:19]([NH:9][C:5]2[C:4]([O:10][CH3:11])=[N:3][C:2]([Cl:1])=[C:7]([Cl:8])[N:6]=2)(=[O:21])=[O:20])[CH:16]=[CH:17][CH:18]=1, predict the reactants needed to synthesize it. The reactants are: [Cl:1][C:2]1[N:3]=[C:4]([O:10][CH3:11])[C:5]([NH2:9])=[N:6][C:7]=1[Cl:8].[Cl:12][C:13]1[C:14]([CH3:23])=[C:15]([S:19](Cl)(=[O:21])=[O:20])[CH:16]=[CH:17][CH:18]=1. (8) Given the product [F:22][C:21]1[CH:20]=[CH:19][C:18]([C:23]2[CH:24]=[CH:25][CH:26]=[CH:27][CH:28]=2)=[CH:17][C:16]=1[C:14]([NH:13][C:9]1[CH:10]=[CH:11][CH:12]=[C:7]([CH:2]=[O:1])[CH:8]=1)=[NH:15], predict the reactants needed to synthesize it. The reactants are: [O:1]1CCCO[CH:2]1[C:7]1[CH:8]=[C:9]([NH:13][C:14]([C:16]2[CH:17]=[C:18]([C:23]3[CH:28]=[CH:27][CH:26]=[CH:25][CH:24]=3)[CH:19]=[CH:20][C:21]=2[F:22])=[NH:15])[CH:10]=[CH:11][CH:12]=1.Cl.C([O-])(O)=O.[Na+]. (9) Given the product [CH:15]1([C:20]([N:6]2[CH:7]([C:25]3[C:26]4[C:31](=[CH:30][CH:29]=[CH:28][CH:27]=4)[NH:23][CH:24]=3)[C:8]3[C:13](=[CH:12][CH:11]=[CH:10][CH:9]=3)[C:14]3[CH:1]=[CH:2][CH:3]=[CH:4][C:5]2=3)=[O:21])[CH2:19][CH2:18][CH2:17][CH2:16]1, predict the reactants needed to synthesize it. The reactants are: [CH:1]1[C:14]2[C:5](=[N:6][CH:7]=[C:8]3[C:13]=2[CH:12]=[CH:11][CH:10]=[CH:9]3)[CH:4]=[CH:3][CH:2]=1.[CH:15]1([C:20](Cl)=[O:21])[CH2:19][CH2:18][CH2:17][CH2:16]1.[NH:23]1[C:31]2[C:26](=[CH:27][CH:28]=[CH:29][CH:30]=2)[CH:25]=[CH:24]1. (10) The reactants are: [CH3:1][O:2][C:3](=[O:19])/[C:4](/[CH2:9][NH:10][O:11][CH2:12][C:13]1[CH:18]=[CH:17][CH:16]=[CH:15][CH:14]=1)=[CH:5]\[CH2:6][CH2:7][CH3:8]. Given the product [CH3:1][O:2][C:3](=[O:19])[C@H:4]([CH2:9][NH:10][O:11][CH2:12][C:13]1[CH:14]=[CH:15][CH:16]=[CH:17][CH:18]=1)[CH2:5][CH2:6][CH2:7][CH3:8], predict the reactants needed to synthesize it.